The task is: Regression. Given a peptide amino acid sequence and an MHC pseudo amino acid sequence, predict their binding affinity value. This is MHC class I binding data.. This data is from Peptide-MHC class I binding affinity with 185,985 pairs from IEDB/IMGT. (1) The binding affinity (normalized) is 0.425. The peptide sequence is VLCHYVRV. The MHC is H-2-Kb with pseudo-sequence H-2-Kb. (2) The peptide sequence is DIMGIPYCNY. The MHC is HLA-A29:02 with pseudo-sequence HLA-A29:02. The binding affinity (normalized) is 0.570. (3) The peptide sequence is PRCRYVHKV. The MHC is HLA-A02:01 with pseudo-sequence HLA-A02:01. The binding affinity (normalized) is 0. (4) The peptide sequence is AVRNAKAAV. The MHC is HLA-B51:01 with pseudo-sequence HLA-B51:01. The binding affinity (normalized) is 0.0847. (5) The peptide sequence is FSFPQITLW. The MHC is HLA-B15:03 with pseudo-sequence HLA-B15:03. The binding affinity (normalized) is 0.615.